From a dataset of Peptide-MHC class I binding affinity with 185,985 pairs from IEDB/IMGT. Regression. Given a peptide amino acid sequence and an MHC pseudo amino acid sequence, predict their binding affinity value. This is MHC class I binding data. (1) The MHC is HLA-A68:02 with pseudo-sequence HLA-A68:02. The peptide sequence is MLIIFWFSL. The binding affinity (normalized) is 0.183. (2) The peptide sequence is HTDNGANFASQ. The MHC is Mamu-A01 with pseudo-sequence Mamu-A01. The binding affinity (normalized) is 0. (3) The peptide sequence is WSTVFFTASL. The MHC is H-2-Db with pseudo-sequence H-2-Db. The binding affinity (normalized) is 0. (4) The peptide sequence is FVDEFYAYL. The MHC is HLA-A02:06 with pseudo-sequence HLA-A02:06. The binding affinity (normalized) is 1.00. (5) The peptide sequence is HPLARTAKV. The MHC is HLA-A25:01 with pseudo-sequence HLA-A25:01. The binding affinity (normalized) is 0.0847. (6) The peptide sequence is NLLEQLIENI. The MHC is HLA-A02:03 with pseudo-sequence HLA-A02:03. The binding affinity (normalized) is 0.328. (7) The peptide sequence is RRGWEVLKY. The MHC is HLA-B18:01 with pseudo-sequence HLA-B18:01. The binding affinity (normalized) is 0.00445. (8) The peptide sequence is WPEYNFWRM. The MHC is HLA-B35:01 with pseudo-sequence HLA-B35:01. The binding affinity (normalized) is 0.723.